This data is from Forward reaction prediction with 1.9M reactions from USPTO patents (1976-2016). The task is: Predict the product of the given reaction. (1) Given the reactants [C:1]([O:5][C:6]([N:8]1[CH2:13][CH2:12][N:11]([C:14]2[CH:22]=[CH:21][CH:20]=[C:19]3[C:15]=2[CH:16]=[CH:17][NH:18]3)[CH2:10][CH2:9]1)=[O:7])([CH3:4])([CH3:3])[CH3:2].[C:23]1([S:29](Cl)(=[O:31])=[O:30])[CH:28]=[CH:27][CH:26]=[CH:25][CH:24]=1, predict the reaction product. The product is: [C:1]([O:5][C:6]([N:8]1[CH2:13][CH2:12][N:11]([C:14]2[CH:22]=[CH:21][CH:20]=[C:19]3[C:15]=2[CH:16]=[CH:17][N:18]3[S:29]([C:23]2[CH:28]=[CH:27][CH:26]=[CH:25][CH:24]=2)(=[O:31])=[O:30])[CH2:10][CH2:9]1)=[O:7])([CH3:4])([CH3:2])[CH3:3]. (2) Given the reactants Br[C:2]1[CH:22]=[CH:21][C:5]([C:6]([N:8]2[CH2:13][CH2:12][N:11]([C:14]([O:16][C:17]([CH3:20])([CH3:19])[CH3:18])=[O:15])[CH2:10][CH2:9]2)=[O:7])=[C:4]([N:23]2[CH2:28][CH2:27][N:26]([C:29]([O:31][C:32]([CH3:35])([CH3:34])[CH3:33])=[O:30])[CH2:25][CH2:24]2)[CH:3]=1.CC1(C)C(C)(C)OB([C:44]2[CH:45]=[CH:46][C:47]3[N:48]([C:50]([C:53]4[CH:60]=[CH:59][C:56]([C:57]#[N:58])=[CH:55][CH:54]=4)=[CH:51][N:52]=3)[CH:49]=2)O1.[O-]P([O-])([O-])=O.[K+].[K+].[K+], predict the reaction product. The product is: [C:32]([O:31][C:29]([N:26]1[CH2:25][CH2:24][N:23]([C:4]2[CH:3]=[C:2]([C:44]3[CH:45]=[CH:46][C:47]4[N:48]([C:50]([C:53]5[CH:60]=[CH:59][C:56]([C:57]#[N:58])=[CH:55][CH:54]=5)=[CH:51][N:52]=4)[CH:49]=3)[CH:22]=[CH:21][C:5]=2[C:6]([N:8]2[CH2:9][CH2:10][N:11]([C:14]([O:16][C:17]([CH3:20])([CH3:19])[CH3:18])=[O:15])[CH2:12][CH2:13]2)=[O:7])[CH2:28][CH2:27]1)=[O:30])([CH3:34])([CH3:35])[CH3:33]. (3) Given the reactants [Br:1][C:2]1[CH:7]=[CH:6][C:5]([C:8]2([CH3:11])[CH2:10][O:9]2)=[CH:4][CH:3]=1.Br[C:13]1[NH:14][C:15]([N+:18]([O-:20])=[O:19])=[CH:16][N:17]=1, predict the reaction product. The product is: [Br:1][C:2]1[CH:3]=[CH:4][C:5]([C:8]2([CH3:11])[O:9][C:13]3=[N:14][C:15]([N+:18]([O-:20])=[O:19])=[CH:16][N:17]3[CH2:10]2)=[CH:6][CH:7]=1. (4) Given the reactants C(N(CC)CC)C.[CH3:8][O:9][C:10]1[N:19]=[C:18]2[C:13]([CH:14]=[C:15]([C:21]([NH:23][C:24]3[CH:25]=[C:26]([CH:30]=[CH:31][C:32]=3[CH3:33])[C:27](O)=[O:28])=[O:22])[C:16](=[O:20])[NH:17]2)=[CH:12][CH:11]=1.CN(C(ON1N=NC2C=CC=NC1=2)=[N+](C)C)C.F[P-](F)(F)(F)(F)F.[Cl:58][C:59]1[CH:60]=[C:61]([CH:64]=[CH:65][CH:66]=1)[CH2:62][NH2:63], predict the reaction product. The product is: [Cl:58][C:59]1[CH:60]=[C:61]([CH:64]=[CH:65][CH:66]=1)[CH2:62][NH:63][C:27]([C:26]1[CH:30]=[CH:31][C:32]([CH3:33])=[C:24]([NH:23][C:21]([C:15]2[C:16](=[O:20])[NH:17][C:18]3[C:13]([CH:14]=2)=[CH:12][CH:11]=[C:10]([O:9][CH3:8])[N:19]=3)=[O:22])[CH:25]=1)=[O:28]. (5) Given the reactants Br[C:2]1[CH:3]=[CH:4][C:5]([CH2:8][N:9]2[CH:14]=[C:13]3[N:15]=[C:16]([C:18]4[CH:23]=[CH:22][CH:21]=[C:20]([F:24])[C:19]=4[F:25])[N:17]=[C:12]3[CH:11]=[N:10]2)=[N:6][CH:7]=1.[F:26][C:27]([F:38])([F:37])[C:28]1[CH:33]=[CH:32][C:31](B(O)O)=[CH:30][CH:29]=1, predict the reaction product. The product is: [F:25][C:19]1[C:20]([F:24])=[CH:21][CH:22]=[CH:23][C:18]=1[C:16]1[N:17]=[C:12]2[CH:11]=[N:10][N:9]([CH2:8][C:5]3[CH:4]=[CH:3][C:2]([C:31]4[CH:32]=[CH:33][C:28]([C:27]([F:38])([F:37])[F:26])=[CH:29][CH:30]=4)=[CH:7][N:6]=3)[CH:14]=[C:13]2[N:15]=1. (6) Given the reactants [F:1][C:2]1[CH:3]=[C:4]([C@H:13]2[CH2:18][C@@H:17]([C:19]3[O:23][NH:22][C:21](=[O:24])[CH:20]=3)[CH2:16][CH2:15][N:14]2C(OC)=O)[CH:5]=[C:6]([F:12])[C:7]=1[C:8]([F:11])([F:10])[F:9].Br, predict the reaction product. The product is: [F:12][C:6]1[CH:5]=[C:4]([C@H:13]2[CH2:18][C@@H:17]([C:19]3[O:23][NH:22][C:21](=[O:24])[CH:20]=3)[CH2:16][CH2:15][NH:14]2)[CH:3]=[C:2]([F:1])[C:7]=1[C:8]([F:9])([F:10])[F:11]. (7) Given the reactants [C:1]([OH:4])(=[O:3])[CH3:2].[F:5][C:6]1[C:11](O)=[C:10]([F:13])[C:9]([F:14])=[C:8]([F:15])[C:7]=1[F:16].C1(N=C=NC2CCCCC2)CCCCC1, predict the reaction product. The product is: [F:5][C:6]1[C:11]([O:3][C:1](=[O:4])[CH3:2])=[C:10]([F:13])[C:9]([F:14])=[C:8]([F:15])[C:7]=1[F:16]. (8) The product is: [Cl:52][C:49]1[CH:48]=[CH:47][C:46]([C@H:33]([C:32](=[O:53])[N:29]2[CH2:30][CH2:31][N:26]([C:18]3[C:17]([C:3]4[CH:2]=[N:1][CH:6]=[CH:5][CH:4]=4)=[CH:22][N:21]=[C:20]4[NH:23][CH:24]=[CH:25][C:19]=34)[CH2:27][CH2:28]2)[CH2:34][N:35]([CH:43]([CH3:45])[CH3:44])[C:36](=[O:42])[O:37][C:38]([CH3:41])([CH3:40])[CH3:39])=[CH:51][CH:50]=1. Given the reactants [N:1]1[CH:6]=[CH:5][CH:4]=[C:3](B(O)O)[CH:2]=1.C(=O)([O-])[O-].[Na+].[Na+].Br[C:17]1[C:18]([N:26]2[CH2:31][CH2:30][N:29]([C:32](=[O:53])[C@@H:33]([C:46]3[CH:51]=[CH:50][C:49]([Cl:52])=[CH:48][CH:47]=3)[CH2:34][N:35]([CH:43]([CH3:45])[CH3:44])[C:36](=[O:42])[O:37][C:38]([CH3:41])([CH3:40])[CH3:39])[CH2:28][CH2:27]2)=[C:19]2[CH:25]=[CH:24][NH:23][C:20]2=[N:21][CH:22]=1, predict the reaction product.